Predict the reactants needed to synthesize the given product. From a dataset of Full USPTO retrosynthesis dataset with 1.9M reactions from patents (1976-2016). Given the product [O:13]1[C:14]2[C:22](=[CH:21][CH:20]=[CH:16][CH:15]=2)[CH:11]=[CH:9][CH2:8]1, predict the reactants needed to synthesize it. The reactants are: C(N(CC)CC)C.[C:8]([O:13][C:14]1[CH:15]=[C:16]([CH:20]=[CH:21][CH:22]=1)C(Cl)=O)(=O)[CH:9]([CH3:11])C.